This data is from Tyrosyl-DNA phosphodiesterase HTS with 341,365 compounds. The task is: Binary Classification. Given a drug SMILES string, predict its activity (active/inactive) in a high-throughput screening assay against a specified biological target. (1) The compound is o1nc(nc1CCCC(=O)Nc1c([N+]([O-])=O)cccc1)c1occc1. The result is 0 (inactive). (2) The molecule is o1c(N2CCN(CC2)c2ccc(OC)cc2)c(nc1Cc1c2c(ccc1)cccc2)C#N. The result is 0 (inactive). (3) The compound is S(Cc1cc(ccc1)C(F)(F)F)c1[nH]c(=O)ncc1C. The result is 0 (inactive). (4) The molecule is S(=O)(=O)(N1CC(CC(C1)C)C)c1cc2c(N(CC2)C(=O)CCC(O)=O)cc1. The result is 0 (inactive). (5) The compound is S(=O)(=O)(N1CCC(CC1)CNC(=O)Nc1ccccc1)c1ccccc1. The result is 0 (inactive).